This data is from Full USPTO retrosynthesis dataset with 1.9M reactions from patents (1976-2016). The task is: Predict the reactants needed to synthesize the given product. (1) Given the product [NH2:4][C:5]1[CH:10]=[C:9]([C:11]2[CH:16]=[C:15]([F:17])[C:14]([Br:18])=[CH:13][C:12]=2[F:19])[N:8]=[C:7]([C:20]([O:22][CH3:23])=[O:21])[C:6]=1[Cl:24], predict the reactants needed to synthesize it. The reactants are: C([NH:4][C:5]1[CH:10]=[C:9]([C:11]2[CH:16]=[C:15]([F:17])[C:14]([Br:18])=[CH:13][C:12]=2[F:19])[N:8]=[C:7]([C:20]([O:22][CH3:23])=[O:21])[C:6]=1[Cl:24])(=O)C.C(Cl)(=O)C.C([O-])(O)=O.[Na+]. (2) Given the product [CH3:13][O:12][C:9]1[C:10]([CH3:11])=[C:2]2[C:3]([C:4]([OH:5])=[N:6][C:16]([C:15]3[CH:14]=[N:22][CH:18]=[CH:19][CH:20]=3)=[N:1]2)=[CH:7][CH:8]=1, predict the reactants needed to synthesize it. The reactants are: [NH2:1][C:2]1[C:10]([CH3:11])=[C:9]([O:12][CH3:13])[CH:8]=[CH:7][C:3]=1[C:4]([NH2:6])=[O:5].[C:14]([NH2:22])(=O)[C:15]1[CH:20]=[CH:19][CH:18]=C[CH:16]=1.Cl.C(Cl)C1C=CC=NC=1. (3) The reactants are: C([O:3][C:4]([C:6]1[C:26]([N:27]2[CH2:32][CH2:31][CH:30]([C:33]([F:36])([F:35])[F:34])[CH2:29][CH2:28]2)=[CH:25][C:9]2[N:10]([CH3:24])[C:11]([NH:13][C:14]3[C:19]([Cl:20])=[CH:18][CH:17]=[C:16]([CH2:21][NH2:22])[C:15]=3[Cl:23])=[N:12][C:8]=2[CH:7]=1)=[O:5])C.[OH-].[Na+]. Given the product [Cl:23][C:15]1[C:16]([CH2:21][NH2:22])=[CH:17][CH:18]=[C:19]([Cl:20])[C:14]=1[NH:13][C:11]1[N:10]([CH3:24])[C:9]2[CH:25]=[C:26]([N:27]3[CH2:32][CH2:31][CH:30]([C:33]([F:36])([F:35])[F:34])[CH2:29][CH2:28]3)[C:6]([C:4]([OH:5])=[O:3])=[CH:7][C:8]=2[N:12]=1, predict the reactants needed to synthesize it. (4) Given the product [Cl:1][C:2]1[CH:3]=[C:4]([C:12]2[O:16][N:15]=[C:14]([C:17]3[CH:18]=[C:19]4[C:23](=[CH:24][CH:25]=3)[N:22]([CH2:26][C:27]([CH3:34])([CH3:33])[C:28]([OH:30])=[O:29])[N:21]=[CH:20]4)[N:13]=2)[CH:5]=[CH:6][C:7]=1[O:8][CH:9]([CH3:11])[CH3:10], predict the reactants needed to synthesize it. The reactants are: [Cl:1][C:2]1[CH:3]=[C:4]([C:12]2[O:16][N:15]=[C:14]([C:17]3[CH:18]=[C:19]4[C:23](=[CH:24][CH:25]=3)[N:22]([CH2:26][C:27]([CH3:34])([CH3:33])[C:28]([O:30]CC)=[O:29])[N:21]=[CH:20]4)[N:13]=2)[CH:5]=[CH:6][C:7]=1[O:8][CH:9]([CH3:11])[CH3:10].[OH-].[Na+]. (5) The reactants are: [CH:1]1[C:14]2[C:5](=[N:6][CH:7]=[C:8]3[C:13]=2[CH:12]=[CH:11][CH:10]=[CH:9]3)[CH:4]=[CH:3][CH:2]=1.[CH3:15][CH:16]([CH2:20][CH2:21][CH3:22])[C:17](Cl)=[O:18].[NH:23]1[C:31]2[C:26](=[CH:27][CH:28]=[CH:29][CH:30]=2)[CH:25]=[CH:24]1. Given the product [NH:23]1[C:31]2[C:26](=[CH:27][CH:28]=[CH:29][CH:30]=2)[C:25]([CH:7]2[C:8]3[C:13](=[CH:12][CH:11]=[CH:10][CH:9]=3)[C:14]3[CH:1]=[CH:2][CH:3]=[CH:4][C:5]=3[N:6]2[C:17](=[O:18])[CH:16]([CH3:15])[CH2:20][CH2:21][CH3:22])=[CH:24]1, predict the reactants needed to synthesize it. (6) Given the product [CH:25]1([C:28]#[C:29][C:2]2[S:3][CH:4]=[C:5]([CH:7]([O:8][N:9]=[C:10]([C:17]3[N:21]([CH3:22])[N:20]=[N:19][N:18]=3)[C:11]3[CH:16]=[CH:15][CH:14]=[CH:13][CH:12]=3)[CH3:30])[N:6]=2)[CH2:27][CH2:26]1, predict the reactants needed to synthesize it. The reactants are: Br[C:2]1[S:3][CH:4]=[C:5]([CH2:7][O:8][N:9]=[C:10]([C:17]2[N:21]([CH3:22])[N:20]=[N:19][N:18]=2)[C:11]2[CH:16]=[CH:15][CH:14]=[CH:13][CH:12]=2)[N:6]=1.N#N.[CH:25]1([C:28]#[CH:29])[CH2:27][CH2:26]1.[CH2:30](N(C(C)C)C(C)C)C. (7) Given the product [Cl:10][C:6]1[CH:5]=[C:4]([CH:9]=[CH:8][CH:7]=1)[CH2:3][C:2]1[S:31][C:30]([NH:29][C:19]2[CH:20]=[CH:21][C:22]([N:23]3[CH:27]=[C:26]([CH3:28])[N:25]=[CH:24]3)=[C:17]([O:16][CH3:15])[CH:18]=2)=[N:32][C:11]=1[CH2:12][CH3:13], predict the reactants needed to synthesize it. The reactants are: Cl[CH:2]([C:11](=O)[CH2:12][CH3:13])[CH2:3][C:4]1[CH:9]=[CH:8][CH:7]=[C:6]([Cl:10])[CH:5]=1.[CH3:15][O:16][C:17]1[CH:18]=[C:19]([NH:29][C:30]([NH2:32])=[S:31])[CH:20]=[CH:21][C:22]=1[N:23]1[CH:27]=[C:26]([CH3:28])[N:25]=[CH:24]1. (8) Given the product [BrH:18].[C:12]1([CH2:11][N:6]2[C:5]3[CH2:7][CH2:8][CH2:9][CH2:10][C:4]=3[S:3][C:2]2=[NH:1])[CH:17]=[CH:16][CH:15]=[CH:14][CH:13]=1, predict the reactants needed to synthesize it. The reactants are: [NH2:1][C:2]1[S:3][C:4]2[CH2:10][CH2:9][CH2:8][CH2:7][C:5]=2[N:6]=1.[CH2:11]([Br:18])[C:12]1[CH:17]=[CH:16][CH:15]=[CH:14][CH:13]=1.